Dataset: Full USPTO retrosynthesis dataset with 1.9M reactions from patents (1976-2016). Task: Predict the reactants needed to synthesize the given product. (1) Given the product [C:1]([O:5][C:6]([C:8]1[C:26]([F:27])=[CH:25][C:11]([O:12][CH2:13][CH:14]2[CH2:17][N:16]([C:18]([O:20][C:21]([CH3:24])([CH3:23])[CH3:22])=[O:19])[CH2:15]2)=[C:10]([CH:29]2[CH2:31][CH2:30]2)[CH:9]=1)=[O:7])([CH3:4])([CH3:3])[CH3:2], predict the reactants needed to synthesize it. The reactants are: [C:1]([O:5][C:6]([C:8]1[C:26]([F:27])=[CH:25][C:11]([O:12][CH2:13][CH:14]2[CH2:17][N:16]([C:18]([O:20][C:21]([CH3:24])([CH3:23])[CH3:22])=[O:19])[CH2:15]2)=[C:10](Cl)[CH:9]=1)=[O:7])([CH3:4])([CH3:3])[CH3:2].[CH:29]1(B(O)O)[CH2:31][CH2:30]1.P([O-])([O-])([O-])=O.[K+].[K+].[K+].F[B-](F)(F)F.C1(P(C2CCCCC2)C2CCCCC2)CCCCC1. (2) Given the product [C:1]([N:5]1[C@@H:13]2[C@@:8]([C:15]3[CH:20]=[CH:19][C:18]([O:21][CH3:22])=[C:17]([O:23][CH3:24])[CH:16]=3)([CH2:9][CH2:10][C@@H:11]([NH2:35])[CH2:12]2)[CH2:7][CH2:6]1)([CH3:4])([CH3:3])[CH3:2], predict the reactants needed to synthesize it. The reactants are: [C:1]([N:5]1[C@@H:13]2[C@@:8]([C:15]3[CH:20]=[CH:19][C:18]([O:21][CH3:22])=[C:17]([O:23][CH3:24])[CH:16]=3)([CH2:9][CH2:10][C:11](=O)[CH2:12]2)[CH2:7][CH2:6]1)([CH3:4])([CH3:3])[CH3:2].FC(F)(F)C([O-])=O.[NH4+].[BH3-]C#[N:35].[Na+].C(O)(=O)CCC1C=CC=CC=1. (3) Given the product [CH:1]([C:3]1[CH:4]=[C:5]([CH:9]=[CH:10][CH:11]=1)[C:6]([O:8][CH2:27][C:21]1[CH:22]=[CH:23][CH:24]=[CH:25][CH:26]=1)=[O:7])=[O:2], predict the reactants needed to synthesize it. The reactants are: [CH:1]([C:3]1[CH:4]=[C:5]([CH:9]=[CH:10][CH:11]=1)[C:6]([OH:8])=[O:7])=[O:2].[CH:21]1(N=C=N[CH:21]2[CH2:26][CH2:25][CH2:24][CH2:23][CH2:22]2)[CH2:26][CH2:25][CH2:24][CH2:23][CH2:22]1.[C:27](OCC)(=O)C. (4) Given the product [CH3:30][S:31]([O:29][C@@H:10]([CH2:11][O:12][CH2:13][CH2:14][CH2:15][CH2:16][CH2:17][CH2:18][CH2:19][CH2:20][CH2:21][CH2:22][CH2:23][CH2:24][CH2:25][CH2:26][CH2:27][CH3:28])[CH2:9][O:8][Si:1]([C:4]([CH3:7])([CH3:6])[CH3:5])([CH3:3])[CH3:2])(=[O:33])=[O:32], predict the reactants needed to synthesize it. The reactants are: [Si:1]([O:8][CH2:9][C@@H:10]([OH:29])[CH2:11][O:12][CH2:13][CH2:14][CH2:15][CH2:16][CH2:17][CH2:18][CH2:19][CH2:20][CH2:21][CH2:22][CH2:23][CH2:24][CH2:25][CH2:26][CH2:27][CH3:28])([C:4]([CH3:7])([CH3:6])[CH3:5])([CH3:3])[CH3:2].[CH3:30][S:31](Cl)(=[O:33])=[O:32]. (5) Given the product [CH2:1]([C@@H:8]1[CH2:12][O:11][C:10](=[O:13])[N:9]1[C:14](=[O:36])[CH:15]([CH2:19][C:20]1[C:25]([Cl:26])=[CH:24][C:23]([O:27][CH2:28][C:29]2[CH:34]=[CH:33][CH:32]=[CH:31][CH:30]=2)=[CH:22][C:21]=1[Cl:35])[CH2:16][CH:17]=[O:40])[C:2]1[CH:3]=[CH:4][CH:5]=[CH:6][CH:7]=1, predict the reactants needed to synthesize it. The reactants are: [CH2:1]([C@@H:8]1[CH2:12][O:11][C:10](=[O:13])[N:9]1[C:14](=[O:36])[CH:15]([CH2:19][C:20]1[C:25]([Cl:26])=[CH:24][C:23]([O:27][CH2:28][C:29]2[CH:34]=[CH:33][CH:32]=[CH:31][CH:30]=2)=[CH:22][C:21]=1[Cl:35])[CH2:16][CH:17]=C)[C:2]1[CH:7]=[CH:6][CH:5]=[CH:4][CH:3]=1.C1C[O:40]CC1.C(O)(C)(C)C.I([O-])(=O)(=O)=O.[Na+].